Dataset: Forward reaction prediction with 1.9M reactions from USPTO patents (1976-2016). Task: Predict the product of the given reaction. Given the reactants [N+:1]([C:4]1[C:13]2[C:8](=[CH:9][CH:10]=[CH:11][CH:12]=2)[CH:7]=[CH:6][C:5]=1[CH:14]=[O:15])([O-:3])=[O:2].I[C:17]1[CH:22]=[CH:21][C:20]([O:23][CH3:24])=[CH:19][CH:18]=1, predict the reaction product. The product is: [CH3:24][O:23][C:20]1[CH:21]=[CH:22][C:17]([CH:14]([C:5]2[CH:6]=[CH:7][C:8]3[C:13](=[CH:12][CH:11]=[CH:10][CH:9]=3)[C:4]=2[N+:1]([O-:3])=[O:2])[OH:15])=[CH:18][CH:19]=1.